From a dataset of Full USPTO retrosynthesis dataset with 1.9M reactions from patents (1976-2016). Predict the reactants needed to synthesize the given product. (1) Given the product [ClH:39].[ClH:39].[O:1]1[C:10]2[C:5](=[CH:6][CH:7]=[CH:8][CH:9]=2)[C@H:4]([NH:11][C:12]([C@@H:14]2[CH2:19][N:18]3[CH2:20][C@H:21]([O:23][CH2:24][CH3:25])[CH2:22][C@@H:17]3[CH2:16][NH:15]2)=[O:13])[CH2:3][CH2:2]1, predict the reactants needed to synthesize it. The reactants are: [O:1]1[C:10]2[C:5](=[CH:6][CH:7]=[CH:8][CH:9]=2)[C@H:4]([NH:11][C:12]([C@@H:14]2[CH2:19][N:18]3[CH2:20][C@H:21]([O:23][CH2:24][CH3:25])[CH2:22][C@@H:17]3[CH2:16][N:15]2C(OC(C)(C)C)=O)=[O:13])[CH2:3][CH2:2]1.C(OCC)(=O)C.[ClH:39]. (2) Given the product [CH:20]1([CH2:19][CH2:18][CH2:17][C:16]#[C:15][C:13]2[C:12]([C:26]3[CH:27]=[N:28][CH:29]=[CH:30][CH:31]=3)=[N:11][NH:10][CH:14]=2)[CH2:25][CH2:24][CH2:23][CH2:22][CH2:21]1, predict the reactants needed to synthesize it. The reactants are: C1(S([N:10]2[CH:14]=[C:13]([C:15]#[C:16][CH2:17][CH2:18][CH2:19][CH:20]3[CH2:25][CH2:24][CH2:23][CH2:22][CH2:21]3)[C:12]([C:26]3[CH:27]=[N:28][CH:29]=[CH:30][CH:31]=3)=[N:11]2)(=O)=O)C=CC=CC=1.C1(S(N2C=C(C#CCCCC)C(C3C=NC=CC=3)=N2)(=O)=O)C=CC=CC=1.C(C1C(C2CN(C)CCC=2)=NNC=1)#CCCCC. (3) The reactants are: [CH3:1][O:2][C:3](=[O:12])[C:4]1[CH:9]=[CH:8][C:7]([OH:10])=[CH:6][C:5]=1[OH:11].Br[CH2:14][CH2:15][CH2:16][O:17][N:18]1[C:26](=[O:27])[C:25]2[C:20](=[CH:21][CH:22]=[CH:23][CH:24]=2)[C:19]1=[O:28].C(=O)([O-])[O-].[Cs+].[Cs+]. Given the product [CH3:1][O:2][C:3](=[O:12])[C:4]1[CH:9]=[CH:8][C:7]([O:10][CH2:14][CH2:15][CH2:16][O:17][N:18]2[C:26](=[O:27])[C:25]3[C:20](=[CH:21][CH:22]=[CH:23][CH:24]=3)[C:19]2=[O:28])=[CH:6][C:5]=1[OH:11], predict the reactants needed to synthesize it. (4) Given the product [CH:34]1([C:24]2[CH:23]=[C:22]([C@@H:14]([CH2:15][CH:16]3[CH2:17][CH2:18][O:19][CH2:20][CH2:21]3)[C:13]([NH:12][C:9]3[CH:8]=[N:7][C:6]([CH2:5][OH:4])=[CH:11][N:10]=3)=[O:37])[CH:27]=[CH:26][C:25]=2[S:28]([CH:31]2[CH2:32][CH2:33]2)(=[O:29])=[O:30])[CH2:36][CH2:35]1, predict the reactants needed to synthesize it. The reactants are: C([O:4][CH2:5][C:6]1[CH:11]=[N:10][C:9]([NH:12][C:13](=[O:37])[C@@H:14]([C:22]2[CH:27]=[CH:26][C:25]([S:28]([CH:31]3[CH2:33][CH2:32]3)(=[O:30])=[O:29])=[C:24]([CH:34]3[CH2:36][CH2:35]3)[CH:23]=2)[CH2:15][CH:16]2[CH2:21][CH2:20][O:19][CH2:18][CH2:17]2)=[CH:8][N:7]=1)(=O)C.[OH-].[Na+].Cl. (5) The reactants are: ClCl.C(S[C:11]1[CH:16]=[CH:15][CH:14]=[CH:13][C:12]=1[S:17]([CH:20]([CH3:22])[CH3:21])(=[O:19])=[O:18])C1C=CC=CC=1.[S:23]([Cl:27])(Cl)(=[O:25])=[O:24]. Given the product [CH3:22][CH:20]([S:17]([C:12]1[CH:13]=[CH:14][CH:15]=[CH:16][C:11]=1[S:23]([Cl:27])(=[O:25])=[O:24])(=[O:18])=[O:19])[CH3:21], predict the reactants needed to synthesize it. (6) Given the product [CH2:1]([C:3]1[CH:12]=[CH:11][C:10]2[C:5](=[CH:6][CH:7]=[CH:8][C:9]=2[NH:13][CH2:14][C:15]([C:30]([F:31])([F:32])[F:33])([OH:29])[CH2:16][C:17]([C:20]2[CH:25]=[C:24]([F:26])[CH:23]=[CH:22][C:21]=2[O:27][CH3:28])([CH3:19])[CH3:18])[N:4]=1)[CH3:2], predict the reactants needed to synthesize it. The reactants are: [CH2:1]([C:3]1[CH:12]=[CH:11][C:10]2[C:5](=[CH:6][CH:7]=[CH:8][C:9]=2[N:13]=[CH:14][C:15]([C:30]([F:33])([F:32])[F:31])([OH:29])[CH2:16][C:17]([C:20]2[CH:25]=[C:24]([F:26])[CH:23]=[CH:22][C:21]=2[O:27][CH3:28])([CH3:19])[CH3:18])[N:4]=1)[CH3:2].[BH4-].[Na+].O. (7) Given the product [CH2:1]([C@@:5]1([C:21]([OH:23])=[O:22])[CH2:9][C@H:8]([C:10]2[N:14]=[C:13]([CH3:15])[O:12][N:11]=2)[C@H:7]([C:16]2[S:17][CH:18]=[CH:19][N:20]=2)[N:6]1[C:33](=[O:34])[C:32]1[CH:36]=[CH:37][C:38]([C:39]([CH3:40])([CH3:41])[CH3:42])=[C:30]([O:29][CH3:28])[CH:31]=1)[CH:2]([CH3:3])[CH3:4], predict the reactants needed to synthesize it. The reactants are: [CH2:1]([C@@:5]1([C:21]([O:23]C(C)(C)C)=[O:22])[CH2:9][C@H:8]([C:10]2[N:14]=[C:13]([CH3:15])[O:12][N:11]=2)[C@H:7]([C:16]2[S:17][CH:18]=[CH:19][N:20]=2)[NH:6]1)[CH:2]([CH3:4])[CH3:3].[CH3:28][O:29][C:30]1[CH:31]=[C:32]([CH:36]=[CH:37][C:38]=1[C:39]([CH3:42])([CH3:41])[CH3:40])[C:33](Cl)=[O:34].FC(F)(F)C(O)=O.